Dataset: Reaction yield outcomes from USPTO patents with 853,638 reactions. Task: Predict the reaction yield, written as a fraction of the theoretical maximum amount of product (1.0 means a 100% yield; for example, 0.34 means a 34% yield). (1) The reactants are [CH2:1]([C:3]1[C:4]([C:13]([C:15]2[CH:20]=[C:19]([CH3:21])[CH:18]=[C:17]([CH2:22][OH:23])[CH:16]=2)=[O:14])=[N:5][C:6]([O:11][CH3:12])=[N:7][C:8]=1[O:9][CH3:10])[CH3:2]. The catalyst is ClCCl.[O-2].[O-2].[Mn+4]. The product is [CH2:1]([C:3]1[C:4]([C:13]([C:15]2[CH:16]=[C:17]([CH:18]=[C:19]([CH3:21])[CH:20]=2)[CH:22]=[O:23])=[O:14])=[N:5][C:6]([O:11][CH3:12])=[N:7][C:8]=1[O:9][CH3:10])[CH3:2]. The yield is 0.670. (2) The reactants are [CH3:1][O:2][C:3]([C:5]1[S:6][CH:7]=[CH:8][C:9]=1[NH2:10])=[O:4].[Br-:11].[Br-].[Br-].C1([N+](C)(C)C)C=CC=CC=1.C1([N+](C)(C)C)C=CC=CC=1.C1([N+](C)(C)C)C=CC=CC=1.C(=O)([O-])[O-].[Ca+2]. The catalyst is C(Cl)Cl.CO. The product is [NH2:10][C:9]1[CH:8]=[C:7]([Br:11])[S:6][C:5]=1[C:3]([O:2][CH3:1])=[O:4]. The yield is 0.570. (3) The reactants are [N:1]1[CH:6]=[CH:5][C:4]([CH3:7])=[CH:3][CH:2]=1.C([Li])CCC.N1C=[CH:17][C:16]([CH2:19][Li])=[CH:15]C=1.BrCC(C)C. The catalyst is C1COCC1.O. The product is [CH2:7]([C:4]1[CH:5]=[CH:6][N:1]=[CH:2][CH:3]=1)[CH2:15][CH:16]([CH3:19])[CH3:17]. The yield is 0.980. (4) The reactants are [CH3:1][N:2]1[CH2:7][CH2:6][N:5]([C:8]2[C:17]3[C:12](=[CH:13][CH:14]=[CH:15][CH:16]=3)[CH:11]=[C:10]([NH2:18])[N:9]=2)[CH2:4][CH2:3]1.N1C=CC=CC=1.[C:25]1([S:31]([Cl:34])(=[O:33])=[O:32])[CH:30]=[CH:29][CH:28]=[CH:27][CH:26]=1. The catalyst is C(Cl)Cl. The product is [ClH:34].[CH3:1][N:2]1[CH2:3][CH2:4][N:5]([C:8]2[C:17]3[C:12](=[CH:13][CH:14]=[CH:15][CH:16]=3)[CH:11]=[C:10]([NH:18][S:31]([C:25]3[CH:30]=[CH:29][CH:28]=[CH:27][CH:26]=3)(=[O:33])=[O:32])[N:9]=2)[CH2:6][CH2:7]1. The yield is 0.570. (5) The reactants are [CH3:1][C:2]1[CH:7]=[C:6]([N:8]2[CH2:13][CH2:12][O:11][CH2:10][CH2:9]2)[CH:5]=[C:4]([CH3:14])[C:3]=1[NH2:15].[CH:16]1([CH2:21][C:22](Cl)=[O:23])[CH2:20][CH2:19][CH2:18][CH2:17]1.O. The catalyst is C(#N)C. The product is [CH:16]1([CH2:21][C:22]([NH:15][C:3]2[C:2]([CH3:1])=[CH:7][C:6]([N:8]3[CH2:13][CH2:12][O:11][CH2:10][CH2:9]3)=[CH:5][C:4]=2[CH3:14])=[O:23])[CH2:20][CH2:19][CH2:18][CH2:17]1. The yield is 0.200. (6) The reactants are [Si]([O:8][CH2:9][C:10]([CH3:53])([CH3:52])[CH2:11][C:12]1[CH:17]=[CH:16][C:15]([NH:18][C:19](=[O:47])[CH2:20][C:21]2[CH:26]=[CH:25][C:24]([C:27]3[CH:28]=[N:29][C:30]([O:36]CC4C=CC(OC)=CC=4)=[C:31]([O:33][CH2:34][CH3:35])[CH:32]=3)=[CH:23][C:22]=2[F:46])=[CH:14][C:13]=1[C:48]([F:51])([F:50])[F:49])(C(C)(C)C)(C)C. The catalyst is Cl. The product is [CH2:34]([O:33][C:31]1[C:30](=[O:36])[NH:29][CH:28]=[C:27]([C:24]2[CH:25]=[CH:26][C:21]([CH2:20][C:19]([NH:18][C:15]3[CH:16]=[CH:17][C:12]([CH2:11][C:10]([CH3:52])([CH3:53])[CH2:9][OH:8])=[C:13]([C:48]([F:50])([F:51])[F:49])[CH:14]=3)=[O:47])=[C:22]([F:46])[CH:23]=2)[CH:32]=1)[CH3:35]. The yield is 0.739. (7) The reactants are [CH3:1][CH:2]([N:4]1[CH2:9][CH2:8][N:7]([CH2:10][CH2:11][C:12]([N:14]2[CH2:23][CH2:22][C:21]3[C:16](=[CH:17][C:18]([N+:26]([O-])=O)=[C:19]([O:24][CH3:25])[CH:20]=3)[CH2:15]2)=[O:13])[CH2:6][CH2:5]1)[CH3:3].[H][H]. The catalyst is C(O)C.[Pd]. The product is [CH3:3][CH:2]([N:4]1[CH2:5][CH2:6][N:7]([CH2:10][CH2:11][C:12]([N:14]2[CH2:23][CH2:22][C:21]3[C:16](=[CH:17][C:18]([NH2:26])=[C:19]([O:24][CH3:25])[CH:20]=3)[CH2:15]2)=[O:13])[CH2:8][CH2:9]1)[CH3:1]. The yield is 0.990. (8) The product is [CH2:1]([O:4][C:5]1[CH:14]=[C:9]([CH:8]=[C:7]([C:15]([O:17][CH3:18])=[O:16])[CH:6]=1)[C:10]([OH:12])=[O:11])[CH:2]=[CH2:3]. The yield is 0.740. The catalyst is CO. The reactants are [CH2:1]([O:4][C:5]1[CH:6]=[C:7]([C:15]([O:17][CH3:18])=[O:16])[CH:8]=[C:9]([CH:14]=1)[C:10]([O:12]C)=[O:11])[CH:2]=[CH2:3].[OH-].[Na+].